Dataset: Reaction yield outcomes from USPTO patents with 853,638 reactions. Task: Predict the reaction yield, written as a fraction of the theoretical maximum amount of product (1.0 means a 100% yield; for example, 0.34 means a 34% yield). (1) The reactants are [OH-].[Na+].[Br:3][C:4]1[CH:5]=[C:6]([C:18]([O:20]C)=O)[C:7]2[CH:8]=[N:9][N:10]([CH:13]3[CH2:17][CH2:16][CH2:15][CH2:14]3)[C:11]=2[CH:12]=1.[NH2:22][CH2:23][C:24]1[C:25](=[O:32])[NH:26][C:27]([CH3:31])=[CH:28][C:29]=1[CH3:30].C1CN([P+](ON2N=NC3C=CC=CC2=3)(N2CCCC2)N2CCCC2)CC1.F[P-](F)(F)(F)(F)F. The catalyst is CCO.CS(C)=O. The product is [Br:3][C:4]1[CH:5]=[C:6]([C:18]([NH:22][CH2:23][C:24]2[C:25](=[O:32])[NH:26][C:27]([CH3:31])=[CH:28][C:29]=2[CH3:30])=[O:20])[C:7]2[CH:8]=[N:9][N:10]([CH:13]3[CH2:14][CH2:15][CH2:16][CH2:17]3)[C:11]=2[CH:12]=1. The yield is 0.565. (2) The reactants are [C:1]1(=[O:7])[O:6][C:4](=[O:5])[CH:3]=[CH:2]1.[Cl:8][C:9]1[CH:15]=[CH:14][C:12]([NH2:13])=[CH:11][CH:10]=1. The catalyst is C(#N)C. The product is [Cl:8][C:9]1[CH:15]=[CH:14][C:12]([NH:13][C:1](/[CH:2]=[CH:3]\[C:4]([OH:6])=[O:5])=[O:7])=[CH:11][CH:10]=1. The yield is 0.970. (3) The reactants are C([Sn](CCCC)CCCC)CCC.[Cl:14][C:15]1[CH:20]=[CH:19][N:18]=[C:17]2[CH:21]=[C:22]([C:24]3S[CH:26]=[CH:27][N:28]=3)[S:23][C:16]=12.Br[C:30]1[N:31](C)C=CN=1. No catalyst specified. The product is [Cl:14][C:15]1[CH:20]=[CH:19][N:18]=[C:17]2[CH:21]=[C:22]([C:24]3[N:31]([CH3:30])[CH:26]=[CH:27][N:28]=3)[S:23][C:16]=12. The yield is 0.950. (4) The reactants are [C:1]([O:5][C:6]([C:8]1[O:9][C:10]2[CH:17]=[CH:16][CH:15]=[C:14]([OH:18])[C:11]=2[C:12]=1[CH3:13])=[O:7])([CH3:4])([CH3:3])[CH3:2].C(N(CC)C(C)C)(C)C.ClCCl.[F:31][C:32]([F:45])([F:44])[S:33](O[S:33]([C:32]([F:45])([F:44])[F:31])(=[O:35])=[O:34])(=[O:35])=[O:34]. The catalyst is O. The product is [C:1]([O:5][C:6]([C:8]1[O:9][C:10]2[CH:17]=[CH:16][CH:15]=[C:14]([O:18][S:33]([C:32]([F:45])([F:44])[F:31])(=[O:35])=[O:34])[C:11]=2[C:12]=1[CH3:13])=[O:7])([CH3:4])([CH3:2])[CH3:3]. The yield is 0.950. (5) The reactants are [O:1]1[CH2:6][CH2:5][CH:4]([C:7]2[NH:8][C:9]([CH:12]=O)=[CH:10][N:11]=2)[CH2:3][CH2:2]1.[CH3:14][O:15][C:16]1[CH:17]=[C:18]2[C:22](=[CH:23][CH:24]=1)[NH:21][C:20](=[O:25])[CH2:19]2.N1CCCCC1. The catalyst is C(O)C. The product is [CH3:14][O:15][C:16]1[CH:17]=[C:18]2[C:22](=[CH:23][CH:24]=1)[NH:21][C:20](=[O:25])/[C:19]/2=[CH:12]\[C:9]1[NH:8][C:7]([CH:4]2[CH2:3][CH2:2][O:1][CH2:6][CH2:5]2)=[N:11][CH:10]=1. The yield is 0.460.